Dataset: Full USPTO retrosynthesis dataset with 1.9M reactions from patents (1976-2016). Task: Predict the reactants needed to synthesize the given product. Given the product [C:27]([NH:14][C:11]1[N:10]=[C:9]([NH:15][C:36](=[O:34])[CH2:37][CH2:38][CH3:39])[C:8]([O:7][C:6]2[CH:16]=[C:2]([I:1])[C:3]([O:20][CH3:21])=[CH:4][C:5]=2[CH:17]([CH3:19])[CH3:18])=[CH:13][N:12]=1)(=[O:31])[CH2:28][CH2:29][CH3:30], predict the reactants needed to synthesize it. The reactants are: [I:1][C:2]1[C:3]([O:20][CH3:21])=[CH:4][C:5]([CH:17]([CH3:19])[CH3:18])=[C:6]([CH:16]=1)[O:7][C:8]1[C:9]([NH2:15])=[N:10][C:11]([NH2:14])=[N:12][CH:13]=1.Cl[Si](C)(C)C.[C:27](Cl)(=[O:31])[CH2:28][CH2:29][CH3:30].C[OH:34].N1C=[CH:39][CH:38]=[CH:37][CH:36]=1.